From a dataset of Full USPTO retrosynthesis dataset with 1.9M reactions from patents (1976-2016). Predict the reactants needed to synthesize the given product. (1) The reactants are: [CH2:1]([O:8][C:9]1[CH:18]=[C:17]2[C:12]([C:13](Cl)=[C:14]([C:19]#[N:20])[CH:15]=[N:16]2)=[CH:11][C:10]=1[O:22][CH3:23])[C:2]1[CH:7]=[CH:6][CH:5]=[CH:4][CH:3]=1.[CH3:24][Mg]Br. Given the product [CH2:1]([O:8][C:9]1[CH:18]=[C:17]2[C:12]([C:13]([CH3:24])=[C:14]([C:19]#[N:20])[CH:15]=[N:16]2)=[CH:11][C:10]=1[O:22][CH3:23])[C:2]1[CH:7]=[CH:6][CH:5]=[CH:4][CH:3]=1, predict the reactants needed to synthesize it. (2) Given the product [CH2:22]([O:21][C:19]([CH2:18][C:3]1[CH:4]=[CH:5][C:6]([NH:8][S:9]([C:12]2[CH:17]=[CH:16][CH:15]=[CH:14][CH:13]=2)(=[O:11])=[O:10])=[CH:7][C:2]=1[NH:1][C:35]([CH2:34][C:31]1[CH:30]=[CH:29][C:28]([C:26]([NH2:27])=[NH:43])=[CH:33][CH:32]=1)=[O:37])=[O:20])[CH3:25], predict the reactants needed to synthesize it. The reactants are: [NH2:1][C:2]1[CH:7]=[C:6]([NH:8][S:9]([C:12]2[CH:17]=[CH:16][CH:15]=[CH:14][CH:13]=2)(=[O:11])=[O:10])[CH:5]=[CH:4][C:3]=1[CH2:18][C:19]([O:21][C:22]([CH3:25])(C)C)=[O:20].[C:26]([C:28]1[CH:33]=[CH:32][C:31]([CH2:34][C:35]([OH:37])=O)=[CH:30][CH:29]=1)#[N:27].Cl.C(=O)([O-])[O-].[NH4+:43].[NH4+]. (3) Given the product [CH3:1][C:13]1([OH:16])[CH2:12][CH2:11][C:10]2([O:9][CH2:8][CH2:7][O:6]2)[CH2:15][CH2:14]1, predict the reactants needed to synthesize it. The reactants are: [CH3:1][Li].C[Mg]Br.[O:6]1[C:10]2([CH2:15][CH2:14][C:13](=[O:16])[CH2:12][CH2:11]2)[O:9][CH2:8][CH2:7]1. (4) Given the product [CH3:1][C:2]1[N:3]=[C:4]2[C:13]3[NH:12][C@H:11]([C:14]4[CH:19]=[CH:18][CH:17]=[CH:16][CH:15]=4)[C@@H:10]([OH:20])[C@H:9]([OH:21])[C:8]=3[CH:7]=[CH:6][N:5]2[C:22]=1[CH3:23], predict the reactants needed to synthesize it. The reactants are: [CH3:1][C:2]1[N:3]=[C:4]2[C:13]3[NH:12][C@H:11]([C:14]4[CH:19]=[CH:18][CH:17]=[CH:16][CH:15]=4)[C@@H:10]([OH:20])[C:9](=[O:21])[C:8]=3[CH:7]=[CH:6][N:5]2[C:22]=1[CH3:23].[BH4-].[Na+]. (5) Given the product [F:1][C:2]1[CH:7]=[CH:6][C:5]([C:8]2[O:9][C:10]([C:16]3[CH:20]=[CH:19][S:18][CH:17]=3)=[C:11]([CH2:13][CH2:14][O:15][S:22]([CH3:21])(=[O:24])=[O:23])[N:12]=2)=[CH:4][CH:3]=1, predict the reactants needed to synthesize it. The reactants are: [F:1][C:2]1[CH:7]=[CH:6][C:5]([C:8]2[O:9][C:10]([C:16]3[CH:20]=[CH:19][S:18][CH:17]=3)=[C:11]([CH2:13][CH2:14][OH:15])[N:12]=2)=[CH:4][CH:3]=1.[CH3:21][S:22](Cl)(=[O:24])=[O:23].C(N(CC)CC)C.O. (6) Given the product [Cl:19][C:10]1[CH:9]=[CH:8][N:7]=[C:6]2[NH:12][C:3]([C:2]([F:14])([F:13])[F:1])=[CH:4][C:5]=12, predict the reactants needed to synthesize it. The reactants are: [F:1][C:2]([F:14])([F:13])[C:3]1[NH:12][C:6]2=[N+:7]([O-])[CH:8]=[CH:9][CH:10]=[C:5]2[CH:4]=1.CS([Cl:19])(=O)=O.O.[OH-].[Na+]. (7) Given the product [ClH:12].[NH2:1][CH2:4][C:5](=[O:11])[CH2:6][CH2:7][C:8]([OH:10])=[O:9].[C:18]([OH:20])(=[O:19])[CH2:17][CH2:16][C:15]([CH3:14])=[O:21], predict the reactants needed to synthesize it. The reactants are: [N:1]([CH2:4][C:5](=[O:11])[CH2:6][CH2:7][C:8]([OH:10])=[O:9])=[N+]=[N-].[ClH:12].N[CH2:14][C:15](=[O:21])[CH2:16][CH2:17][C:18]([OH:20])=[O:19]. (8) The reactants are: O=[C:2]1[CH2:7][CH2:6][CH:5]([N:8]2[C:13](=[O:14])[C:12]([CH2:15][C:16]3[CH:21]=[CH:20][C:19]([C:22]4[CH:27]=[CH:26][CH:25]=[CH:24][C:23]=4[C:28]4[NH:32][C:31](=[O:33])[O:30][N:29]=4)=[CH:18][CH:17]=3)=[C:11]([CH2:34][CH2:35][CH3:36])[N:10]3[N:37]=[CH:38][N:39]=[C:9]23)[CH2:4][CH2:3]1.[NH2:40][O:41][CH:42]1[CH2:47][CH2:46][O:45][CH2:44][CH2:43]1.N1C=CC=CC=1.Cl. Given the product [O:33]=[C:31]1[O:30][N:29]=[C:28]([C:23]2[CH:24]=[CH:25][CH:26]=[CH:27][C:22]=2[C:19]2[CH:18]=[CH:17][C:16]([CH2:15][C:12]3[C:13](=[O:14])[N:8]([CH:5]4[CH2:4][CH2:3][C:2](=[N:40][O:41][CH:42]5[CH2:47][CH2:46][O:45][CH2:44][CH2:43]5)[CH2:7][CH2:6]4)[C:9]4[N:10]([N:37]=[CH:38][N:39]=4)[C:11]=3[CH2:34][CH2:35][CH3:36])=[CH:21][CH:20]=2)[NH:32]1, predict the reactants needed to synthesize it.